Task: Predict the reactants needed to synthesize the given product.. Dataset: Full USPTO retrosynthesis dataset with 1.9M reactions from patents (1976-2016) Given the product [Br:21][C:22]1[N:23]=[C:24]([CH3:30])[NH:25][C:26]=1[C:27]([NH:1][CH2:2][C:3]1[CH:8]=[CH:7][C:6]([Br:9])=[C:5]([O:10][C:11]2[CH:12]=[C:13]([C:14]#[N:15])[CH:16]=[C:17]([Cl:19])[CH:18]=2)[C:4]=1[F:20])=[O:28], predict the reactants needed to synthesize it. The reactants are: [NH2:1][CH2:2][C:3]1[C:4]([F:20])=[C:5]([O:10][C:11]2[CH:12]=[C:13]([CH:16]=[C:17]([Cl:19])[CH:18]=2)[C:14]#[N:15])[C:6]([Br:9])=[CH:7][CH:8]=1.[Br:21][C:22]1[N:23]=[C:24]([CH3:30])[NH:25][C:26]=1[C:27](O)=[O:28].CN(C(ON1N=NC2C=CC=NC1=2)=[N+](C)C)C.F[P-](F)(F)(F)(F)F.CCN(C(C)C)C(C)C.